Dataset: Reaction yield outcomes from USPTO patents with 853,638 reactions. Task: Predict the reaction yield, written as a fraction of the theoretical maximum amount of product (1.0 means a 100% yield; for example, 0.34 means a 34% yield). (1) The reactants are Br[C:2]1[N:3]=[C:4]([CH2:7][F:8])[S:5][CH:6]=1.[CH2:9]([C:13]1[N:14]=[C:15]2[CH:20]=[CH:19][C:18]([F:21])=[CH:17][N:16]2[CH:22]=1)[CH2:10][C:11]#[CH:12]. No catalyst specified. The product is [F:21][C:18]1[CH:19]=[CH:20][C:15]2[N:16]([CH:22]=[C:13]([CH2:9][CH2:10][C:11]#[C:12][C:2]3[N:3]=[C:4]([CH2:7][F:8])[S:5][CH:6]=3)[N:14]=2)[CH:17]=1. The yield is 0.470. (2) The reactants are [Cl:1][C:2]1[N:7]=[C:6]([N:8]([CH:18]2[CH2:22][CH2:21][CH2:20][CH2:19]2)[CH2:9][C:10]([F:17])([F:16])[C:11](OCC)=[O:12])[C:5]([N+:23]([O-])=O)=[CH:4][N:3]=1.Cl.CCOC(C)=O.CCOCC. The catalyst is CC(O)=O.[Fe]. The product is [Cl:1][C:2]1[N:3]=[CH:4][C:5]2[NH:23][C:11](=[O:12])[C:10]([F:17])([F:16])[CH2:9][N:8]([CH:18]3[CH2:22][CH2:21][CH2:20][CH2:19]3)[C:6]=2[N:7]=1. The yield is 0.650.